Dataset: Forward reaction prediction with 1.9M reactions from USPTO patents (1976-2016). Task: Predict the product of the given reaction. (1) The product is: [C:43]1([CH2:49][CH2:50][CH2:51][NH:52][C:8]([C:5]2[CH:4]=[CH:3][C:2]([OH:1])=[CH:7][N:6]=2)=[O:10])[CH:48]=[CH:47][CH:46]=[CH:45][CH:44]=1. Given the reactants [OH:1][C:2]1[CH:3]=[CH:4][C:5]([C:8]([OH:10])=O)=[N:6][CH:7]=1.C(N(C(C)C)CC)(C)C.O.ON1C2C=CC=CC=2N=N1.CCN=C=NCCCN(C)C.Cl.[C:43]1([CH2:49][CH2:50][CH2:51][NH2:52])[CH:48]=[CH:47][CH:46]=[CH:45][CH:44]=1, predict the reaction product. (2) Given the reactants [H-].[Na+].[Si:3]([O:20][CH2:21][CH2:22][O:23][CH2:24][C@H:25]([OH:36])[C:26]([NH:28][C:29]1[CH:34]=[CH:33][C:32]([Cl:35])=[CH:31][N:30]=1)=[O:27])([C:16]([CH3:19])([CH3:18])[CH3:17])([C:10]1[CH:15]=[CH:14][CH:13]=[CH:12][CH:11]=1)[C:4]1[CH:9]=[CH:8][CH:7]=[CH:6][CH:5]=1.[Cl:37][C:38]1[C:39]([N:46]2[C:50]3=[N:51][CH:52]=[N:53][C:54](Cl)=[C:49]3[CH:48]=[N:47]2)=[C:40]([CH:43]=[CH:44][CH:45]=1)[C:41]#[N:42].C(O)(=O)CC(CC(O)=O)(C(O)=O)O, predict the reaction product. The product is: [Si:3]([O:20][CH2:21][CH2:22][O:23][CH2:24][C@H:25]([O:36][C:54]1[N:53]=[CH:52][N:51]=[C:50]2[N:46]([C:39]3[C:40]([C:41]#[N:42])=[CH:43][CH:44]=[CH:45][C:38]=3[Cl:37])[N:47]=[CH:48][C:49]=12)[C:26]([NH:28][C:29]1[CH:34]=[CH:33][C:32]([Cl:35])=[CH:31][N:30]=1)=[O:27])([C:16]([CH3:17])([CH3:18])[CH3:19])([C:10]1[CH:11]=[CH:12][CH:13]=[CH:14][CH:15]=1)[C:4]1[CH:5]=[CH:6][CH:7]=[CH:8][CH:9]=1.